From a dataset of Full USPTO retrosynthesis dataset with 1.9M reactions from patents (1976-2016). Predict the reactants needed to synthesize the given product. (1) Given the product [C:1]([O:4][C@@H:5]1[C@@H:18]([O:19][C:20](=[O:22])[CH3:21])[C@H:17]([O:23][C:24](=[O:26])[CH3:25])[CH2:16][S:15][C@H:6]1[O:7][C:8]1[CH:13]=[CH:12][CH:11]=[C:10]([C:29]2[CH:30]=[CH:31][S:27][CH:28]=2)[CH:9]=1)(=[O:3])[CH3:2], predict the reactants needed to synthesize it. The reactants are: [C:1]([O:4][C@@H:5]1[C@@H:18]([O:19][C:20](=[O:22])[CH3:21])[C@H:17]([O:23][C:24](=[O:26])[CH3:25])[CH2:16][S:15][C@H:6]1[O:7][C:8]1[CH:13]=[CH:12][CH:11]=[C:10](Br)[CH:9]=1)(=[O:3])[CH3:2].[S:27]1[CH:31]=[CH:30][C:29](B(O)O)=[CH:28]1. (2) Given the product [CH3:21][C:19]1[N:18]([C:22]2[CH:23]=[CH:24][CH:25]=[CH:26][CH:27]=2)[C:17]([C:28]2[CH:33]=[CH:32][CH:31]=[CH:30][CH:29]=2)=[C:16]([C:14]([N:11]2[CH2:12][CH2:13][N:8]([C:6]([O:5][C:1]([CH3:2])([CH3:3])[CH3:4])=[O:7])[CH2:9][CH:10]2[CH2:34][C:35]2[O:36][C:44]([C:38]3[CH:43]=[CH:42][CH:41]=[CH:40][CH:39]=3)=[N:45][N:46]=2)=[O:15])[CH:20]=1, predict the reactants needed to synthesize it. The reactants are: [C:1]([O:5][C:6]([N:8]1[CH2:13][CH2:12][N:11]([C:14]([C:16]2[CH:20]=[C:19]([CH3:21])[N:18]([C:22]3[CH:27]=[CH:26][CH:25]=[CH:24][CH:23]=3)[C:17]=2[C:28]2[CH:33]=[CH:32][CH:31]=[CH:30][CH:29]=2)=[O:15])[CH:10]([CH2:34][C:35](O)=[O:36])[CH2:9]1)=[O:7])([CH3:4])([CH3:3])[CH3:2].[C:38]1([C:44]2NN=[N:46][N:45]=2)[CH:43]=[CH:42][CH:41]=[CH:40][CH:39]=1.C1CCC(N=C=NC2CCCCC2)CC1. (3) The reactants are: [CH3:1][C:2]1([CH2:8][O:9][C:10]2[CH:18]=[CH:17][C:13]([C:14](O)=[O:15])=[CH:12][CH:11]=2)[CH2:7][CH2:6][CH2:5][CH2:4][CH2:3]1.S(Cl)(Cl)=O.C[N:24](C=O)C. Given the product [CH3:1][C:2]1([CH2:8][O:9][C:10]2[CH:18]=[CH:17][C:13]([C:14]([NH2:24])=[O:15])=[CH:12][CH:11]=2)[CH2:7][CH2:6][CH2:5][CH2:4][CH2:3]1, predict the reactants needed to synthesize it. (4) Given the product [C:21]1([S:18]([CH2:17][C:14]2[C:8]([C:9]([O:11][CH2:12][CH3:13])=[O:10])=[C:7]([O:28][CH3:29])[C:6]([C:3]3[CH:2]=[N:54][CH:55]=[CH:5][CH:4]=3)=[CH:16][CH:15]=2)(=[O:19])=[O:20])[CH:26]=[CH:25][CH:24]=[CH:23][CH:22]=1, predict the reactants needed to synthesize it. The reactants are: O1[CH:5]=[CH:4][C:3]([C:6]2[C:7]([O:28][CH3:29])=[C:8]([C:14]([CH2:17][S:18]([C:21]3[CH:26]=[CH:25][CH:24]=[CH:23][C:22]=3C)(=[O:20])=[O:19])=[CH:15][CH:16]=2)[C:9]([O:11][CH2:12][CH3:13])=[O:10])=[CH:2]1.C1(S(CC2C(C(OCC)=O)=C(OC)C(Br)=CC=2)(=O)=O)C=CC=CC=1.[N:54]1C=CC=C(B(O)O)[CH:55]=1. (5) Given the product [Cl:1][C:2]1[C:7]([O:8][CH3:9])=[CH:6][C:5]([O:10][CH3:11])=[CH:4][C:3]=1[CH2:12][C:13]([N:29]1[CH2:33][CH2:32][C:31]([C:34]2[CH:35]=[CH:36][C:37]([NH:40][C:41]([NH:43][CH3:44])=[O:42])=[CH:38][CH:39]=2)=[N:30]1)=[O:15], predict the reactants needed to synthesize it. The reactants are: [Cl:1][C:2]1[C:7]([O:8][CH3:9])=[CH:6][C:5]([O:10][CH3:11])=[CH:4][C:3]=1[CH2:12][C:13]([OH:15])=O.C(Cl)(=O)C(Cl)=O.FC(F)(F)C(O)=O.[NH:29]1[CH2:33][CH2:32][C:31]([C:34]2[CH:39]=[CH:38][C:37]([NH:40][C:41]([NH:43][CH3:44])=[O:42])=[CH:36][CH:35]=2)=[N:30]1. (6) Given the product [N:5]([C:6]1[CH:14]=[CH:13][C:9]([C:10]([NH2:12])=[O:11])=[CH:8][C:7]=1[CH3:15])=[C:1]=[S:2], predict the reactants needed to synthesize it. The reactants are: [C:1](Cl)(Cl)=[S:2].[NH2:5][C:6]1[CH:14]=[CH:13][C:9]([C:10]([NH2:12])=[O:11])=[CH:8][C:7]=1[CH3:15]. (7) Given the product [C:1]([Si:5]([O:8][CH2:9][C:10]1[CH:15]=[C:14]([F:16])[C:13]([N:17]=[C:18]=[O:19])=[CH:12][C:11]=1[F:20])([CH3:7])[CH3:6])([CH3:4])([CH3:2])[CH3:3].[OH:21][CH2:22][CH2:23][N:24]([CH3:46])[C@H:25]1[CH2:30][CH2:29][C@H:28]([O:31][C:32]([C:36]2[S:37][CH:38]=[CH:39][CH:40]=2)([C:41]2[S:42][CH:43]=[CH:44][CH:45]=2)[C:33]([O-:35])=[O:34])[CH2:27][CH2:26]1.[CH:25]([NH:24][CH2:23][CH2:18][NH:17][CH:13]([CH3:12])[CH3:14])([CH3:30])[CH3:26], predict the reactants needed to synthesize it. The reactants are: [C:1]([Si:5]([O:8][CH2:9][C:10]1[CH:15]=[C:14]([F:16])[C:13]([N:17]=[C:18]=[O:19])=[CH:12][C:11]=1[F:20])([CH3:7])[CH3:6])([CH3:4])([CH3:3])[CH3:2].[OH:21][CH2:22][CH2:23][N:24]([CH3:46])[C@H:25]1[CH2:30][CH2:29][C@H:28]([O:31][C:32]([C:41]2[S:42][CH:43]=[CH:44][CH:45]=2)([C:36]2[S:37][CH:38]=[CH:39][CH:40]=2)[C:33]([O-:35])=[O:34])[CH2:27][CH2:26]1. (8) The reactants are: [CH:1]1([SH:6])[CH2:5][CH2:4][CH2:3][CH2:2]1.[H-].[Na+].CS([C:13]1[S:14][C:15]([C:23]2[CH:27]=[CH:26][NH:25][N:24]=2)=[C:16]2[CH2:21][CH2:20][CH2:19][C:18](=[O:22])[C:17]=12)(=O)=O. Given the product [CH:1]1([S:6][C:13]2[S:14][C:15]([C:23]3[CH:27]=[CH:26][NH:25][N:24]=3)=[C:16]3[CH2:21][CH2:20][CH2:19][C:18](=[O:22])[C:17]=23)[CH2:5][CH2:4][CH2:3][CH2:2]1, predict the reactants needed to synthesize it. (9) Given the product [CH:1]1([N:6]2[CH2:12][CH:11]([CH3:13])[C:10](=[O:14])[N:9]([CH3:15])[C:8]3[CH:16]=[N:17][C:18]([NH:20][C:21]4[CH:29]=[CH:28][C:24]([C:25]([NH:63][CH:64]5[CH2:69][CH2:68][N:67]([CH3:70])[CH2:66][CH2:65]5)=[O:26])=[CH:23][CH:22]=4)=[N:19][C:7]2=3)[CH2:2][CH2:3][CH2:4][CH2:5]1, predict the reactants needed to synthesize it. The reactants are: [CH:1]1([N:6]2[CH2:12][CH:11]([CH3:13])[C:10](=[O:14])[N:9]([CH3:15])[C:8]3[CH:16]=[N:17][C:18]([NH:20][C:21]4[CH:29]=[CH:28][C:24]([C:25](O)=[O:26])=[CH:23][CH:22]=4)=[N:19][C:7]2=3)[CH2:5][CH2:4][CH2:3][CH2:2]1.F[P-](F)(F)(F)(F)F.CN(C(N(C)C)=[N+]1C2C(=NC=CC=2)[N+]([O-])=N1)C.C(N(C(C)C)C(C)C)C.[NH2:63][CH:64]1[CH2:69][CH2:68][N:67]([CH3:70])[CH2:66][CH2:65]1.